From a dataset of Experimentally validated miRNA-target interactions with 360,000+ pairs, plus equal number of negative samples. Binary Classification. Given a miRNA mature sequence and a target amino acid sequence, predict their likelihood of interaction. (1) The miRNA is hsa-miR-4747-3p with sequence AAGGCCCGGGCUUUCCUCCCAG. The protein sequence of the target gene is MRLPGVPLARPALLLLLPLLAPLLGTGAPAELRVRVRLPDGQVTEESLQADSDADSISLELRKPDGTLVSFTADFKKDVKVFRALILGELEKGQSQFQALCFVTQLQHNEIIPSEAMAKLRQKNPRAVRQAEEVRGLEHLHMDVAVNFSQGALLSPHLHNVCAEAVDAIYTRQEDVRFWLEQGVDSSVFEALPKASEQAELPRCRQVGDHGKPCVCRYGLSLAWYPCMLKYCHSRDRPTPYKCGIRSCQKSYSFDFYVPQRQLCLWDEDPYPG. Result: 0 (no interaction). (2) The miRNA is hsa-miR-3196 with sequence CGGGGCGGCAGGGGCCUC. The protein sequence of the target gene is MGAWISRTRVPTPEPDPQEVLDLSRLPPELLLLVLSHVPPRTLLMHCRRVCRAWRALVDGQALWLLLLARDHSAAGRALLTLARRCLPPAHEDTPCPLGQFCALRPLGRNLISNPCGQEGLRKWMVRHGGDGWVVEKNRKPVPGAPSQTCFVTSFSWCRKKQVVDLVEKGLWPELLDSGGVEIAVSDWWGARHDSGCKYRLFVTLLDAHQNVIDKFSAVPDPIEQWNNDIYLQVTHVFSGIRRGIRFVSFEHWGQDTQFWAGHYGARVTNSSVIIRVCQS. Result: 0 (no interaction). (3) The miRNA is hsa-miR-3616-3p with sequence CGAGGGCAUUUCAUGAUGCAGGC. The protein sequence of the target gene is MDYKSSLIQDGNPMENLEKQLICPICLEMFTKPVVILPCQHNLCRKCANDIFQAANPYWTSRGSSVSMSGGRFRCPTCRHEVIMDRHGVYGLQRNLLVENIIDIYKQECSSRPLQKGSHPMCKEHEDEKINIYCLTCEVPTCSMCKVFGIHKACEVAPLQSVFQGQKTELNNCISMLVAGNDRVQTIITQLEDSRRVTKENSHQVKEELSQKFDTLYAILDEKKSELLQRITQEQEKKLSFIEALIQQYQEQLDKSTKLVETAIQSLDEPGGATFLLTAKQLIKSIVEASKGCQLGKTEQ.... Result: 0 (no interaction). (4) The miRNA is mmu-miR-873a-5p with sequence GCAGGAACUUGUGAGUCUCCU. The protein sequence of the target gene is MEARDKQVLRSLRLELGAEVLVEGLVLQYLYQEGILTENHIQEINAQTTGLRKTMLLLDILPSRGPKAFDTFLDSLQEFPWVREKLKKAREEAMTDLPAGDRLTGIPSHILNSSPSDRQINQLAQRLGPEWEPMVLSLGLSQTDIYRCKANHPHNVQSQVVEAFIRWRQRFGKQATFQSLHNGLRAVEVDPSLLLHMLE. Result: 0 (no interaction). (5) The miRNA is hsa-miR-17-5p with sequence CAAAGUGCUUACAGUGCAGGUAG. The protein sequence of the target gene is MPAPIRLRELIRTIRTARTQAEEREMIQKECAAIRSSFREEDNTYRCRNVAKLLYMHMLGYPAHFGQLECLKLIASQKFTDKRIGYLGAMLLLDERQDVHLLMTNCIKNDLNHSTQFVQGLALCTLGCMGSSEMCRDLAGEVEKLLKTSNSYLRKKAALCAVHVIRKVPELMEMFLPATKNLLNEKNHGVLHTSVVLLTEMCERSPDMLAHFRKLVPQLVRILKNLIMSGYSPEHDVSGISDPFLQVRILRLLRILGRNDDDSSEAMNDILAQVATNTETSKNVGNAILYETVLTIMDIK.... Result: 1 (interaction).